Dataset: Cav3 T-type calcium channel HTS with 100,875 compounds. Task: Binary Classification. Given a drug SMILES string, predict its activity (active/inactive) in a high-throughput screening assay against a specified biological target. The drug is O=C(N1CCN(CC1)Cc1ncccc1)Cc1ccccc1. The result is 0 (inactive).